From a dataset of Forward reaction prediction with 1.9M reactions from USPTO patents (1976-2016). Predict the product of the given reaction. Given the reactants [CH2:1]([N:3]1[C:11]2[C:6](=[CH:7][CH:8]=[C:9]([O:12][CH3:13])[CH:10]=2)[C:5]([C:14]#[N:15])=[C:4]1[C:16]1[CH:17]=[CH:18][C:19]2[O:24][CH2:23][C:22](=[O:25])[NH:21][C:20]=2[CH:26]=1)[CH3:2].[H-].[Na+].[CH3:29]I, predict the reaction product. The product is: [CH2:1]([N:3]1[C:11]2[C:6](=[CH:7][CH:8]=[C:9]([O:12][CH3:13])[CH:10]=2)[C:5]([C:14]#[N:15])=[C:4]1[C:16]1[CH:17]=[CH:18][C:19]2[O:24][CH2:23][C:22](=[O:25])[N:21]([CH3:29])[C:20]=2[CH:26]=1)[CH3:2].